Task: Predict the reaction yield, written as a fraction of the theoretical maximum amount of product (1.0 means a 100% yield; for example, 0.34 means a 34% yield).. Dataset: Reaction yield outcomes from USPTO patents with 853,638 reactions The reactants are C(OC(=O)[NH:7][CH:8]1[CH2:13][CH2:12][CH:11]([NH:14][C:15]2[N:20]=[CH:19][N:18]=[C:17]3[N:21]([C:24]4[CH:29]=[CH:28][C:27]([S:30]([CH3:33])(=[O:32])=[O:31])=[CH:26][CH:25]=4)[N:22]=[CH:23][C:16]=23)[CH2:10][CH2:9]1)(C)(C)C. The catalyst is Cl.O1CCOCC1. The product is [CH3:33][S:30]([C:27]1[CH:28]=[CH:29][C:24]([N:21]2[C:17]3=[N:18][CH:19]=[N:20][C:15]([NH:14][CH:11]4[CH2:12][CH2:13][CH:8]([NH2:7])[CH2:9][CH2:10]4)=[C:16]3[CH:23]=[N:22]2)=[CH:25][CH:26]=1)(=[O:32])=[O:31]. The yield is 1.00.